Dataset: Forward reaction prediction with 1.9M reactions from USPTO patents (1976-2016). Task: Predict the product of the given reaction. (1) Given the reactants [C:1]([O:9][C@H:10]1[CH2:15][CH2:14][C@H:13]([OH:16])[CH2:12][C@@H:11]1[C:17]1[N:21]([CH2:22][O:23][CH2:24][CH2:25][O:26][CH3:27])[N:20]=[CH:19][CH:18]=1)(=[O:8])[C:2]1[CH:7]=[CH:6][CH:5]=[CH:4][CH:3]=1.CC(OI1(OC(C)=O)(OC(C)=O)OC(=O)C2C=CC=CC1=2)=O, predict the reaction product. The product is: [C:1]([O:9][C@H:10]1[CH2:15][CH2:14][C:13](=[O:16])[CH2:12][C@@H:11]1[C:17]1[N:21]([CH2:22][O:23][CH2:24][CH2:25][O:26][CH3:27])[N:20]=[CH:19][CH:18]=1)(=[O:8])[C:2]1[CH:3]=[CH:4][CH:5]=[CH:6][CH:7]=1. (2) Given the reactants [C:1]([OH:10])(=[O:9])[C:2]1[C:3](=[CH:5][CH:6]=[CH:7][CH:8]=1)[NH2:4].[O:11]1[C:15]2[CH:16]=[CH:17][C:18]([CH:20]=O)=[CH:19][C:14]=2[CH:13]=[CH:12]1, predict the reaction product. The product is: [O:11]1[C:15]2[CH:16]=[CH:17][C:18]([CH2:20][NH:4][C:3]3[CH:5]=[CH:6][CH:7]=[CH:8][C:2]=3[C:1]([OH:10])=[O:9])=[CH:19][C:14]=2[CH:13]=[CH:12]1. (3) Given the reactants [Cl:1][C:2]1[CH:7]=[C:6]([Cl:8])[CH:5]=[CH:4][C:3]=1[C:9]1[N:10]=[C:11](/[CH:16]=[CH:17]/[C:18]2[CH:23]=[CH:22][C:21]([C:24]3[CH:29]=[CH:28][C:27]([OH:30])=[CH:26][CH:25]=3)=[CH:20][CH:19]=2)[N:12]([CH2:14][CH3:15])[CH:13]=1.Br[C:32]1[CH:33]=[N:34][CH:35]=[C:36]([CH:42]=1)[C:37]([O:39]CC)=[O:38], predict the reaction product. The product is: [Cl:1][C:2]1[CH:7]=[C:6]([Cl:8])[CH:5]=[CH:4][C:3]=1[C:9]1[N:10]=[C:11](/[CH:16]=[CH:17]/[C:18]2[CH:23]=[CH:22][C:21]([C:24]3[CH:25]=[CH:26][C:27]([O:30][C:32]4[CH:33]=[N:34][CH:35]=[C:36]([CH:42]=4)[C:37]([OH:39])=[O:38])=[CH:28][CH:29]=3)=[CH:20][CH:19]=2)[N:12]([CH2:14][CH3:15])[CH:13]=1. (4) Given the reactants [CH:1]1([C:4]2(O)[C:14]3[C:9](=[N:10][CH:11]=[CH:12][CH:13]=3)[O:8][C:7]3[CH:15]=[CH:16][CH:17]=[CH:18][C:6]=3[CH2:5]2)[CH2:3][CH2:2]1.C(O)(=O)C.[BrH:24], predict the reaction product. The product is: [Br:24][CH2:3][CH2:2][CH:1]=[C:4]1[C:14]2[C:9](=[N:10][CH:11]=[CH:12][CH:13]=2)[O:8][C:7]2[CH:15]=[CH:16][CH:17]=[CH:18][C:6]=2[CH2:5]1.